Dataset: SARS-CoV-2 main protease (3CLPro) crystallographic fragment screen with 879 compounds. Task: Binary Classification. Given a drug SMILES string, predict its activity (active/inactive) in a high-throughput screening assay against a specified biological target. The compound is COC(=O)C1(c2ccc(OC)cc2)CCOCC1. The result is 0 (inactive).